Predict the product of the given reaction. From a dataset of Forward reaction prediction with 1.9M reactions from USPTO patents (1976-2016). Given the reactants [Cl:1][C:2]1[C:3]([C:10]2[CH:32]=[CH:31][C:13]([C:14]([NH:16][C:17]3[CH:22]=[CH:21][CH:20]=[CH:19][C:18]=3[NH:23]C(=O)OC(C)(C)C)=[O:15])=[CH:12][CH:11]=2)=[N:4][CH:5]=[C:6]([CH2:8][OH:9])[CH:7]=1.Cl.O1CCOCC1, predict the reaction product. The product is: [NH2:23][C:18]1[CH:19]=[CH:20][CH:21]=[CH:22][C:17]=1[NH:16][C:14](=[O:15])[C:13]1[CH:12]=[CH:11][C:10]([C:3]2[C:2]([Cl:1])=[CH:7][C:6]([CH2:8][OH:9])=[CH:5][N:4]=2)=[CH:32][CH:31]=1.